From a dataset of Reaction yield outcomes from USPTO patents with 853,638 reactions. Predict the reaction yield, written as a fraction of the theoretical maximum amount of product (1.0 means a 100% yield; for example, 0.34 means a 34% yield). (1) The reactants are C[O:2][C:3](=[O:23])[C:4]1[C:5](=[C:10]([NH:14][C:15]2[CH:20]=[CH:19][CH:18]=[CH:17][C:16]=2[O:21][CH3:22])[CH:11]=[CH:12][CH:13]=1)[C:6]([O:8]C)=[O:7].[OH-].[Na+]. The yield is 0.910. The catalyst is C(O)C. The product is [CH3:22][O:21][C:16]1[CH:17]=[CH:18][CH:19]=[CH:20][C:15]=1[NH:14][C:10]1[CH:11]=[CH:12][CH:13]=[C:4]([C:3]([OH:23])=[O:2])[C:5]=1[C:6]([OH:8])=[O:7]. (2) The reactants are [F:1][C:2]1([F:52])[CH2:7][C@H:6]([O:8][C:9]2[C:14]([CH3:15])=[CH:13][C:12]([S:16]([N:19](CC3C=CC(OC)=CC=3OC)[C:20]3[CH:25]=[CH:24][N:23]=[CH:22][N:21]=3)(=[O:18])=[O:17])=[C:11]([F:37])[CH:10]=2)[C@@H:5]([C:38]2[CH:39]=[N:40][N:41](CC3C=CC(OC)=CC=3)[CH:42]=2)[CH2:4][CH2:3]1.C([SiH](CC)CC)C.FC(F)(F)C(O)=O. The catalyst is ClCCl. The product is [F:52][C:2]1([F:1])[CH2:7][C@H:6]([O:8][C:9]2[C:14]([CH3:15])=[CH:13][C:12]([S:16]([NH:19][C:20]3[CH:25]=[CH:24][N:23]=[CH:22][N:21]=3)(=[O:17])=[O:18])=[C:11]([F:37])[CH:10]=2)[C@@H:5]([C:38]2[CH:42]=[N:41][NH:40][CH:39]=2)[CH2:4][CH2:3]1. The yield is 0.940. (3) The reactants are [Br:1][C:2]1[CH:3]=[CH:4][C:5]2[O:9][C:8]([CH:10]3[CH2:12][CH2:11]3)=[C:7]([C:13]([O:15][CH2:16][CH3:17])=[O:14])[C:6]=2[CH:18]=1.[N+:19]([O-])([OH:21])=[O:20]. The catalyst is C(Cl)(Cl)Cl. The product is [Br:1][C:2]1[C:3]([N+:19]([O-:21])=[O:20])=[CH:4][C:5]2[O:9][C:8]([CH:10]3[CH2:12][CH2:11]3)=[C:7]([C:13]([O:15][CH2:16][CH3:17])=[O:14])[C:6]=2[CH:18]=1. The yield is 0.400. (4) The reactants are [CH3:1][N:2]([CH2:10][CH2:11][CH:12]=O)[C:3](=[O:9])[O:4][C:5]([CH3:8])([CH3:7])[CH3:6].[C:14]([N:22]1[CH2:27][CH2:26][NH:25][CH2:24][CH2:23]1)(=[O:21])[C:15]1[CH:20]=[CH:19][CH:18]=[CH:17][CH:16]=1.[BH4-].[Na+]. The catalyst is CO. The product is [C:14]([N:22]1[CH2:27][CH2:26][N:25]([CH2:12][CH2:11][CH2:10][N:2]([CH3:1])[C:3](=[O:9])[O:4][C:5]([CH3:6])([CH3:7])[CH3:8])[CH2:24][CH2:23]1)(=[O:21])[C:15]1[CH:20]=[CH:19][CH:18]=[CH:17][CH:16]=1. The yield is 0.700. (5) The reactants are [Cl:1][C:2]1[CH:7]=[C:6]([C:8]2[N:9]([CH2:14][C:15]([O:17][CH2:18][C:19]3[CH:24]=[CH:23][CH:22]=[CH:21][CH:20]=3)=[O:16])[C:10]([CH3:13])=[CH:11][CH:12]=2)[CH:5]=[CH:4][N:3]=1.C([SiH](CC)CC)C.FC(F)(F)S(O[Si](C)(C)C)(=O)=O.[C:44]1([S:50]([C:53]2[CH:60]=[CH:59][CH:58]=[CH:57][C:54]=2[CH:55]=O)(=[O:52])=[O:51])[CH:49]=[CH:48][CH:47]=[CH:46][CH:45]=1. The product is [Cl:1][C:2]1[CH:7]=[C:6]([C:8]2[N:9]([CH2:14][C:15]([O:17][CH2:18][C:19]3[CH:20]=[CH:21][CH:22]=[CH:23][CH:24]=3)=[O:16])[C:10]([CH3:13])=[C:11]([CH2:55][C:54]3[CH:57]=[CH:58][CH:59]=[CH:60][C:53]=3[S:50]([C:44]3[CH:49]=[CH:48][CH:47]=[CH:46][CH:45]=3)(=[O:52])=[O:51])[CH:12]=2)[CH:5]=[CH:4][N:3]=1. The yield is 0.170. No catalyst specified. (6) The reactants are [CH3:1][CH:2]1[CH2:7][NH:6][CH2:5][CH:4]([CH3:8])[NH:3]1.[CH2:9]([O:16][C:17](Cl)=[O:18])[C:10]1[CH:15]=[CH:14][CH:13]=[CH:12][CH:11]=1.C(N(C(C)C)CC)(C)C.[CH3:29][C:30]([O:33][C:34](O[C:34]([O:33][C:30]([CH3:32])([CH3:31])[CH3:29])=[O:35])=[O:35])([CH3:32])[CH3:31]. The catalyst is C(Cl)Cl. The product is [CH3:1][CH:2]1[CH2:7][N:6]([C:17]([O:16][CH2:9][C:10]2[CH:15]=[CH:14][CH:13]=[CH:12][CH:11]=2)=[O:18])[CH2:5][CH:4]([CH3:8])[N:3]1[C:34]([O:33][C:30]([CH3:32])([CH3:31])[CH3:29])=[O:35]. The yield is 0.720. (7) The reactants are [Cl:1][C:2]1[CH:7]=[CH:6][C:5](B(O)O)=[CH:4][CH:3]=1.Br[C:12]1[CH:19]=[CH:18][C:15]([CH:16]=[O:17])=[CH:14][CH:13]=1. The catalyst is C(COC)OC. The product is [Cl:1][C:2]1[CH:7]=[CH:6][C:5]([C:12]2[CH:19]=[CH:18][C:15]([CH:16]=[O:17])=[CH:14][CH:13]=2)=[CH:4][CH:3]=1. The yield is 0.940. (8) The reactants are [Na+].[C:2]1([C:8]2[CH:24]=[CH:23][C:11]([C:12]([O:14][CH2:15][C:16]([F:22])([F:21])[S:17]([O-:20])(=[O:19])=[O:18])=[O:13])=[CH:10][CH:9]=2)[CH:7]=[CH:6][CH:5]=[CH:4][CH:3]=1.[Na].FC(F)(F)S([O-])(=O)=O.[C:34]1([CH:40]([SH+:47][C:48]2[CH:53]=[CH:52][CH:51]=[CH:50][CH:49]=2)[C:41]2[CH:46]=[CH:45][CH:44]=[CH:43][CH:42]=2)[CH:39]=[CH:38][CH:37]=[CH:36][CH:35]=1. The product is [C:41]1([CH:40]([SH+:47][C:48]2[CH:53]=[CH:52][CH:51]=[CH:50][CH:49]=2)[C:34]2[CH:39]=[CH:38][CH:37]=[CH:36][CH:35]=2)[CH:42]=[CH:43][CH:44]=[CH:45][CH:46]=1.[F:22][C:16]([F:21])([S:17]([OH:20])(=[O:19])=[O:18])[CH2:15][O:14][C:12](=[O:13])[C:11]1[CH:10]=[CH:9][C:8]([C:2]2[CH:7]=[CH:6][CH:5]=[CH:4][CH:3]=2)=[CH:24][CH:23]=1. The yield is 0.857. No catalyst specified. (9) The reactants are Br[C:2]1[CH:12]=[CH:11][C:5]2[N:6]([CH3:10])[CH2:7][CH2:8][O:9][C:4]=2[CH:3]=1.C([Li])CCC.[CH3:18][O:19][C:20]1[CH:21]=[C:22]([CH:26]=[C:27]([O:29][CH3:30])[CH:28]=1)[C:23](Cl)=[O:24]. The catalyst is C1COCC1. The product is [CH3:30][O:29][C:27]1[CH:26]=[C:22]([C:23]([C:2]2[CH:12]=[CH:11][C:5]3[N:6]([CH3:10])[CH2:7][CH2:8][O:9][C:4]=3[CH:3]=2)=[O:24])[CH:21]=[C:20]([O:19][CH3:18])[CH:28]=1. The yield is 0.300. (10) The yield is 0.170. The product is [CH2:1]([O:8][C:9](=[O:19])[NH:10][CH2:11][C@H:12]([NH:18][C:22](=[O:23])[CH:21]([C:25](=[O:27])[NH:33][C:32]1[CH:34]=[CH:35][CH:36]=[C:30]([C:29]([F:28])([F:37])[F:38])[CH:31]=1)[CH3:20])[C@@H:13]([OH:17])[C:14]#[C:15][CH3:16])[C:2]1[CH:3]=[CH:4][CH:5]=[CH:6][CH:7]=1. The catalyst is C(Cl)Cl.CN(C=O)C. The reactants are [CH2:1]([O:8][C:9](=[O:19])[NH:10][CH2:11][C@H:12]([NH2:18])[C@@H:13]([OH:17])[C:14]#[C:15][CH3:16])[C:2]1[CH:7]=[CH:6][CH:5]=[CH:4][CH:3]=1.[CH3:20][CH:21]([C:25]([OH:27])=O)[C:22](O)=[O:23].[F:28][C:29]([F:38])([F:37])[C:30]1[CH:31]=[C:32]([CH:34]=[CH:35][CH:36]=1)[NH2:33].C(N(CC)C(C)C)(C)C.CN(C(ON1N=NC2C=CC=NC1=2)=[N+](C)C)C.F[P-](F)(F)(F)(F)F.